From a dataset of Full USPTO retrosynthesis dataset with 1.9M reactions from patents (1976-2016). Predict the reactants needed to synthesize the given product. (1) Given the product [O:1]=[C:2]1[C:3]2[C:4]([C:24]([O:26][CH2:27][CH3:28])=[O:25])=[CH:13][O:15][C:7]=2[CH2:8][CH:9]([CH3:11])[CH2:10]1, predict the reactants needed to synthesize it. The reactants are: [O:1]=[C:2]1[CH2:10][C:9](C)([CH3:11])[CH2:8][C:7]2NC=[C:4]([C:13]([OH:15])=O)[C:3]1=2.C(N(CC)CC)C.Cl[C:24]([O:26][CH2:27][CH3:28])=[O:25].FC1C=CC=CC=1N.Cl. (2) Given the product [Br:21][C:3]1[N:4]=[CH:5][C:6]([N:8]2[CH2:9][CH2:10][S:11][CH2:12][CH2:13]2)=[N:7][C:2]=1[Cl:1], predict the reactants needed to synthesize it. The reactants are: [Cl:1][C:2]1[N:7]=[C:6]([N:8]2[CH2:13][CH2:12][S:11][CH2:10][CH2:9]2)[CH:5]=[N:4][CH:3]=1.C1C(=O)N([Br:21])C(=O)C1.